Dataset: Full USPTO retrosynthesis dataset with 1.9M reactions from patents (1976-2016). Task: Predict the reactants needed to synthesize the given product. (1) Given the product [Cl:1][C:2]1[C:3](=[O:32])[N:4]([CH2:20][CH2:21][C:22]2[CH:23]=[CH:24][C:25]([C:26]([O:28][CH3:29])=[O:27])=[CH:30][CH:31]=2)[C:5]([C:9](=[O:37])[C:10](=[O:51])[C:11]2[CH:16]=[CH:15][CH:14]=[C:13]([CH2:17][CH2:18][CH3:19])[CH:12]=2)=[C:6]([Cl:8])[CH:7]=1, predict the reactants needed to synthesize it. The reactants are: [Cl:1][C:2]1[C:3](=[O:32])[N:4]([CH2:20][CH2:21][C:22]2[CH:31]=[CH:30][C:25]([C:26]([O:28][CH3:29])=[O:27])=[CH:24][CH:23]=2)[C:5](/[CH:9]=[CH:10]/[C:11]2[CH:16]=[CH:15][CH:14]=[C:13]([CH2:17][CH2:18][CH3:19])[CH:12]=2)=[C:6]([Cl:8])[CH:7]=1.C[N+]1([O-])CC[O:37]CC1.CC(O)C.C(OCC)(=O)C.[OH2:51]. (2) Given the product [C:26]([N:22]1[CH2:23][CH2:24][CH2:25][C@H:20]([NH:19][C:5]2[C:6]3[N:7]([CH:10]=[C:11]([C:13]4[CH:14]=[CH:15][CH:16]=[CH:17][CH:18]=4)[CH:12]=3)[N:8]=[CH:9][C:4]=2[C:1]([NH2:2])=[O:3])[CH2:21]1)(=[O:28])[CH3:33], predict the reactants needed to synthesize it. The reactants are: [C:1]([C:4]1[CH:9]=[N:8][N:7]2[CH:10]=[C:11]([C:13]3[CH:18]=[CH:17][CH:16]=[CH:15][CH:14]=3)[CH:12]=[C:6]2[C:5]=1[NH:19][C@H:20]1[CH2:25][CH2:24][CH2:23][N:22]([C:26]([O:28]C(C)(C)C)=O)[CH2:21]1)(=[O:3])[NH2:2].[C:33](OC(=O)C)(=O)C.CCN(C(C)C)C(C)C. (3) Given the product [C:1]1([CH2:7][CH2:8][CH:9]([OH:10])[CH2:13][CH:12]=[CH2:11])[CH:6]=[CH:5][CH:4]=[CH:3][CH:2]=1, predict the reactants needed to synthesize it. The reactants are: [C:1]1([CH2:7][CH2:8][CH:9]=[O:10])[CH:6]=[CH:5][CH:4]=[CH:3][CH:2]=1.[CH2:11](Br)[CH:12]=[CH2:13].CCCCCC.CCOCC. (4) The reactants are: Cl[CH2:2][CH2:3][CH:4]([OH:7])[CH2:5][CH3:6].[H-].[Na+].[Cl:10][C:11]1[C:18]([F:19])=[CH:17][C:14]([C:15]#[N:16])=[C:13](F)[CH:12]=1.[I-].[Na+].C(N(CC)CC)C.[CH3:30][O:31][CH2:32][CH2:33][NH2:34].[C:35]([OH:40])(=[O:39])[C:36]([OH:38])=[O:37]. Given the product [C:35]([OH:40])(=[O:39])[C:36]([OH:38])=[O:37].[Cl:10][C:11]1[C:18]([F:19])=[CH:17][C:14]([C:15]#[N:16])=[C:13]([O:7][CH:4]([CH2:5][CH3:6])[CH2:3][CH2:2][NH:34][CH2:33][CH2:32][O:31][CH3:30])[CH:12]=1, predict the reactants needed to synthesize it.